From a dataset of NCI-60 drug combinations with 297,098 pairs across 59 cell lines. Regression. Given two drug SMILES strings and cell line genomic features, predict the synergy score measuring deviation from expected non-interaction effect. (1) Drug 1: CC1C(C(CC(O1)OC2CC(OC(C2O)C)OC3=CC4=CC5=C(C(=O)C(C(C5)C(C(=O)C(C(C)O)O)OC)OC6CC(C(C(O6)C)O)OC7CC(C(C(O7)C)O)OC8CC(C(C(O8)C)O)(C)O)C(=C4C(=C3C)O)O)O)O. Drug 2: CC(C)CN1C=NC2=C1C3=CC=CC=C3N=C2N. Cell line: OVCAR-5. Synergy scores: CSS=18.3, Synergy_ZIP=-4.55, Synergy_Bliss=-8.98, Synergy_Loewe=-16.2, Synergy_HSA=-10.2. (2) Drug 1: CNC(=O)C1=NC=CC(=C1)OC2=CC=C(C=C2)NC(=O)NC3=CC(=C(C=C3)Cl)C(F)(F)F. Drug 2: CC(C)CN1C=NC2=C1C3=CC=CC=C3N=C2N. Cell line: SNB-19. Synergy scores: CSS=-0.729, Synergy_ZIP=1.97, Synergy_Bliss=1.77, Synergy_Loewe=-1.49, Synergy_HSA=-3.25. (3) Drug 1: CCC1(CC2CC(C3=C(CCN(C2)C1)C4=CC=CC=C4N3)(C5=C(C=C6C(=C5)C78CCN9C7C(C=CC9)(C(C(C8N6C=O)(C(=O)OC)O)OC(=O)C)CC)OC)C(=O)OC)O.OS(=O)(=O)O. Drug 2: C(CC(=O)O)C(=O)CN.Cl. Cell line: MOLT-4. Synergy scores: CSS=44.9, Synergy_ZIP=3.91, Synergy_Bliss=5.24, Synergy_Loewe=1.81, Synergy_HSA=1.95. (4) Drug 1: C1=NC2=C(N1)C(=S)N=CN2. Drug 2: CN(CCCl)CCCl.Cl. Cell line: MDA-MB-435. Synergy scores: CSS=44.8, Synergy_ZIP=0.0974, Synergy_Bliss=1.09, Synergy_Loewe=-10.7, Synergy_HSA=-2.23.